Dataset: Catalyst prediction with 721,799 reactions and 888 catalyst types from USPTO. Task: Predict which catalyst facilitates the given reaction. (1) Reactant: [Cl:1][C:2]1[C:3]([O:9][CH3:10])=[C:4]([NH2:8])[CH:5]=[CH:6][CH:7]=1.C([N:19]=[C:20]=[S:21])(=O)C1C=CC=CC=1.O. Product: [Cl:1][C:2]1[C:3]([O:9][CH3:10])=[C:4]([NH:8][C:20]([NH2:19])=[S:21])[CH:5]=[CH:6][CH:7]=1. The catalyst class is: 21. (2) Reactant: [CH2:1]([O:8][C:9]([N:11]1[CH2:16][CH2:15][C:14](=O)[CH2:13][CH2:12]1)=[O:10])[C:2]1[CH:7]=[CH:6][CH:5]=[CH:4][CH:3]=1.Cl.[CH3:19][NH2:20].CC(O)=O.C([O-])(O)=O.[Na+]. Product: [CH2:1]([O:8][C:9]([N:11]1[CH2:16][CH2:15][CH:14]([NH:20][CH3:19])[CH2:13][CH2:12]1)=[O:10])[C:2]1[CH:7]=[CH:6][CH:5]=[CH:4][CH:3]=1. The catalyst class is: 26. (3) Reactant: [NH2:1][C@H:2]([CH3:5])[CH2:3][OH:4].[CH:6](=O)[C:7]1[CH:12]=[CH:11][CH:10]=[CH:9][CH:8]=1.C([O-])(O)=O.[Na+].[BH4-].[Na+]. Product: [CH2:6]([NH:1][C@H:2]([CH3:5])[CH2:3][OH:4])[C:7]1[CH:12]=[CH:11][CH:10]=[CH:9][CH:8]=1. The catalyst class is: 5. (4) Reactant: [N:1]([C:4]1[CH:11]=[CH:10][C:7]([C:8]#[N:9])=[C:6]([C:12]([F:15])([F:14])[F:13])[CH:5]=1)=[C:2]=[S:3].[CH3:16][C:17]1[CH:22]=[CH:21][C:20]([NH:23][C:24]2([C:28]#N)[CH2:27][CH2:26][CH2:25]2)=[CH:19][CH:18]=1.C[OH:31].Cl. Product: [O:31]=[C:28]1[C:24]2([CH2:27][CH2:26][CH2:25]2)[N:23]([C:20]2[CH:21]=[CH:22][C:17]([CH3:16])=[CH:18][CH:19]=2)[C:2](=[S:3])[N:1]1[C:4]1[CH:11]=[CH:10][C:7]([C:8]#[N:9])=[C:6]([C:12]([F:13])([F:15])[F:14])[CH:5]=1. The catalyst class is: 18. (5) Reactant: [Na].[OH:2][C:3]1[CH:4]=[N:5][CH:6]=[CH:7][CH:8]=1.[CH2:9]([O:11][C:12](=[O:21])[CH:13](Br)[C:14]1[CH:15]=[N:16][CH:17]=[CH:18][CH:19]=1)[CH3:10]. Product: [CH2:9]([O:11][C:12](=[O:21])[CH:13]([C:14]1[CH:15]=[N:16][CH:17]=[CH:18][CH:19]=1)[O:2][C:3]1[CH:4]=[N:5][CH:6]=[CH:7][CH:8]=1)[CH3:10]. The catalyst class is: 9. (6) Reactant: [OH-].[Na+:2].[O:3]=[C:4]1[C:13]2[CH:12]=[CH:11][CH:10]=[C:9]3[NH:14][C:15]([C:17]([OH:19])=[O:18])=[CH:16][C:7]([C:8]=23)=[N:6][NH:5]1. Product: [Na+:2].[O:3]=[C:4]1[C:13]2[CH:12]=[CH:11][CH:10]=[C:9]3[NH:14][C:15]([C:17]([O-:19])=[O:18])=[CH:16][C:7]([C:8]=23)=[N:6][NH:5]1. The catalyst class is: 6. (7) Reactant: [Cl:1][C:2]1[N:7]=[C:6]([Cl:8])[CH:5]=[C:4]([C:9]2[CH:14]=[CH:13][CH:12]=[CH:11][CH:10]=2)[N:3]=1.[NH:15]1[CH2:20][CH2:19][CH:18]([OH:21])[CH2:17][CH2:16]1.C(N(CC)CC)C.O. Product: [Cl:8][C:6]1[CH:5]=[C:4]([C:9]2[CH:14]=[CH:13][CH:12]=[CH:11][CH:10]=2)[N:3]=[C:2]([N:15]2[CH2:20][CH2:19][CH:18]([OH:21])[CH2:17][CH2:16]2)[N:7]=1.[Cl:1][C:2]1[N:7]=[C:6]([N:15]2[CH2:20][CH2:19][CH:18]([OH:21])[CH2:17][CH2:16]2)[CH:5]=[C:4]([C:9]2[CH:14]=[CH:13][CH:12]=[CH:11][CH:10]=2)[N:3]=1. The catalyst class is: 51. (8) Reactant: Br[C:2]1[C:3]([CH:8]2[CH2:11][N:10]([C:12]3[CH:21]=[CH:20][C:19]4[C:14](=[CH:15][CH:16]=[CH:17][CH:18]=4)[N:13]=3)[CH2:9]2)=[N:4][CH:5]=[CH:6][CH:7]=1.[CH3:22][O:23][C:24]1[CH:25]=[C:26](B(O)O)[CH:27]=[CH:28][CH:29]=1.[O-]P([O-])([O-])=O.[K+].[K+].[K+]. Product: [CH3:22][O:23][C:24]1[CH:29]=[C:28]([C:2]2[C:3]([CH:8]3[CH2:11][N:10]([C:12]4[CH:21]=[CH:20][C:19]5[C:14](=[CH:15][CH:16]=[CH:17][CH:18]=5)[N:13]=4)[CH2:9]3)=[N:4][CH:5]=[CH:6][CH:7]=2)[CH:27]=[CH:26][CH:25]=1. The catalyst class is: 117. (9) Reactant: CC([O-])(C)C.[K+].[CH3:7][O:8][CH2:9][O:10][C:11]1[CH:12]=[CH:13][C:14]2[C@@H:15]3[C@@H:23]([CH2:24][C:25](=[O:28])[C:26]=2[CH:27]=1)[C@H:22]1[C@@:18]([CH3:33])([C@@H:19]([O:29][CH2:30][O:31][CH3:32])[CH2:20][CH2:21]1)[CH2:17][CH2:16]3.I[CH2:35][CH2:36][CH2:37][CH2:38][O:39][CH2:40][CH2:41][O:42][CH2:43][CH2:44][O:45][CH2:46][C:47]1[CH:52]=[CH:51][CH:50]=[CH:49][CH:48]=1. Product: [CH2:46]([O:45][CH2:44][CH2:43][O:42][CH2:41][CH2:40][O:39][CH2:38][CH2:37][CH2:36][CH2:35][C@H:24]1[C@@H:23]2[C@H:15]([CH2:16][CH2:17][C@@:18]3([CH3:33])[C@H:22]2[CH2:21][CH2:20][C@@H:19]3[O:29][CH2:30][O:31][CH3:32])[C:14]2[CH:13]=[CH:12][C:11]([O:10][CH2:9][O:8][CH3:7])=[CH:27][C:26]=2[C:25]1=[O:28])[C:47]1[CH:52]=[CH:51][CH:50]=[CH:49][CH:48]=1. The catalyst class is: 1. (10) Reactant: [Cl:1][C:2]1[CH:10]=[CH:9][C:5]2[NH:6][N:7]=[N:8][C:4]=2[CH:3]=1.[N+:11]([O-])([OH:13])=[O:12]. Product: [N+:11]([C:3]1[C:4]2[N:8]=[N:7][NH:6][C:5]=2[CH:9]=[CH:10][C:2]=1[Cl:1])([O-:13])=[O:12]. The catalyst class is: 65.